From a dataset of Reaction yield outcomes from USPTO patents with 853,638 reactions. Predict the reaction yield, written as a fraction of the theoretical maximum amount of product (1.0 means a 100% yield; for example, 0.34 means a 34% yield). (1) The product is [Cl:19][C:16]1[CH:17]=[CH:18][C:13]([CH:9]([NH:8][C:6](=[O:7])[O:5][C:1]([CH3:4])([CH3:3])[CH3:2])[C:10]([NH:20][NH2:21])=[O:11])=[CH:14][CH:15]=1. The reactants are [C:1]([O:5][C:6]([NH:8][CH:9]([C:13]1[CH:18]=[CH:17][C:16]([Cl:19])=[CH:15][CH:14]=1)[C:10](O)=[O:11])=[O:7])([CH3:4])([CH3:3])[CH3:2].[NH2:20][NH2:21]. The catalyst is C(Cl)Cl. The yield is 0.720. (2) The reactants are [CH3:1][N:2]([CH:21]([CH3:23])[CH3:22])[C:3]1[CH:20]=[N:19][C:6]2[CH2:7][N:8]([C:12]([O:14][C:15]([CH3:18])([CH3:17])[CH3:16])=[O:13])[CH2:9][CH2:10][O:11][C:5]=2[N:4]=1.[Br:24]N1C(=O)CCC1=O.C(#N)C. The catalyst is O. The product is [Br:24][C:20]1[C:3]([N:2]([CH3:1])[CH:21]([CH3:23])[CH3:22])=[N:4][C:5]2[O:11][CH2:10][CH2:9][N:8]([C:12]([O:14][C:15]([CH3:18])([CH3:16])[CH3:17])=[O:13])[CH2:7][C:6]=2[N:19]=1. The yield is 0.740. (3) The reactants are [O:1]1[C:6]2[CH:7]=[CH:8][CH:9]=[CH:10][C:5]=2[NH:4][C:3](=[O:11])[CH2:2]1.Br[CH2:13][C@H:14]([CH3:24])[CH2:15][O:16][Si:17]([C:20]([CH3:23])([CH3:22])[CH3:21])([CH3:19])[CH3:18].C([O-])([O-])=O.[Cs+].[Cs+]. The yield is 0.780. The catalyst is CN(C=O)C. The product is [Si:17]([O:16][CH2:15][C@@H:14]([CH3:24])[CH2:13][N:4]1[C:5]2[CH:10]=[CH:9][CH:8]=[CH:7][C:6]=2[O:1][CH2:2][C:3]1=[O:11])([C:20]([CH3:21])([CH3:22])[CH3:23])([CH3:18])[CH3:19]. (4) The product is [CH3:1][O:2][C:3]1[N:8]=[C:7]([C:9]2([CH2:13][NH2:14])[CH2:12][CH2:11][CH2:10]2)[CH:6]=[CH:5][CH:4]=1. The reactants are [CH3:1][O:2][C:3]1[N:8]=[C:7]([C:9]2([C:13]#[N:14])[CH2:12][CH2:11][CH2:10]2)[CH:6]=[CH:5][CH:4]=1.[H-].[Al+3].[Li+].[H-].[H-].[H-].O.[OH-].[Na+]. The catalyst is C1COCC1. The yield is 0.970. (5) The reactants are [CH2:1]([O:8][C:9]([N:11]1[CH2:16][CH2:15][N:14]([C:17]([O:19][C:20]([CH3:23])([CH3:22])[CH3:21])=[O:18])[C@H:13]([C:24]([OH:26])=O)[CH2:12]1)=[O:10])[C:2]1[CH:7]=[CH:6][CH:5]=[CH:4][CH:3]=1.C(N(C(C)C)CC)(C)C.F[P-](F)(F)(F)(F)F.[N:43]1(OC(N(C)C)=[N+](C)C)[C:47]2[CH:48]=[CH:49][CH:50]=[CH:51][C:46]=2N=N1.O.ON1[C:66]2[CH:67]=CC=[CH:70][C:65]=2N=N1. The catalyst is CN(C=O)C.CCOC(C)=O. The product is [C@H:47]1([NH:43][C:24]([C@@H:13]2[CH2:12][N:11]([C:9]([O:8][CH2:1][C:2]3[CH:3]=[CH:4][CH:5]=[CH:6][CH:7]=3)=[O:10])[CH2:16][CH2:15][N:14]2[C:17]([O:19][C:20]([CH3:21])([CH3:23])[CH3:22])=[O:18])=[O:26])[C:46]2[C:51](=[CH:70][CH:65]=[CH:66][CH:67]=2)[CH2:50][CH2:49][CH2:48]1. The yield is 0.870. (6) The reactants are C([O:4][CH2:5][CH:6]([C:17]1[CH:22]=[CH:21][C:20]([Br:23])=[CH:19][CH:18]=1)[CH2:7][NH:8][C@@H:9]([C:11]1[CH:16]=[CH:15][CH:14]=[CH:13][CH:12]=1)[CH3:10])(=O)C.[OH-].[Na+]. The catalyst is CO. The product is [C:11]1([C@H:9]([NH:8][CH2:7][CH:6]([C:17]2[CH:18]=[CH:19][C:20]([Br:23])=[CH:21][CH:22]=2)[CH2:5][OH:4])[CH3:10])[CH:16]=[CH:15][CH:14]=[CH:13][CH:12]=1. The yield is 0.950.